From a dataset of NCI-60 drug combinations with 297,098 pairs across 59 cell lines. Regression. Given two drug SMILES strings and cell line genomic features, predict the synergy score measuring deviation from expected non-interaction effect. (1) Drug 1: CS(=O)(=O)C1=CC(=C(C=C1)C(=O)NC2=CC(=C(C=C2)Cl)C3=CC=CC=N3)Cl. Drug 2: CN(C)C1=NC(=NC(=N1)N(C)C)N(C)C. Cell line: SK-OV-3. Synergy scores: CSS=-5.38, Synergy_ZIP=-0.389, Synergy_Bliss=-3.92, Synergy_Loewe=-5.64, Synergy_HSA=-5.17. (2) Drug 1: CN1C2=C(C=C(C=C2)N(CCCl)CCCl)N=C1CCCC(=O)O.Cl. Synergy scores: CSS=-0.417, Synergy_ZIP=1.65, Synergy_Bliss=3.43, Synergy_Loewe=0.154, Synergy_HSA=0.453. Cell line: CCRF-CEM. Drug 2: CC(C)NC(=O)C1=CC=C(C=C1)CNNC.Cl. (3) Drug 1: CC1=C2C(C(=O)C3(C(CC4C(C3C(C(C2(C)C)(CC1OC(=O)C(C(C5=CC=CC=C5)NC(=O)OC(C)(C)C)O)O)OC(=O)C6=CC=CC=C6)(CO4)OC(=O)C)OC)C)OC. Drug 2: CC1=C2C(C(=O)C3(C(CC4C(C3C(C(C2(C)C)(CC1OC(=O)C(C(C5=CC=CC=C5)NC(=O)C6=CC=CC=C6)O)O)OC(=O)C7=CC=CC=C7)(CO4)OC(=O)C)O)C)OC(=O)C. Cell line: LOX IMVI. Synergy scores: CSS=58.6, Synergy_ZIP=2.73, Synergy_Bliss=1.89, Synergy_Loewe=7.02, Synergy_HSA=8.99. (4) Drug 1: CN1C2=C(C=C(C=C2)N(CCCl)CCCl)N=C1CCCC(=O)O.Cl. Drug 2: C1CCC(C(C1)N)N.C(=O)(C(=O)[O-])[O-].[Pt+4]. Cell line: A498. Synergy scores: CSS=29.3, Synergy_ZIP=0.728, Synergy_Bliss=2.93, Synergy_Loewe=-7.49, Synergy_HSA=3.80. (5) Drug 1: CC1=CC=C(C=C1)C2=CC(=NN2C3=CC=C(C=C3)S(=O)(=O)N)C(F)(F)F. Drug 2: CC(C)CN1C=NC2=C1C3=CC=CC=C3N=C2N. Cell line: MDA-MB-231. Synergy scores: CSS=-0.793, Synergy_ZIP=7.68, Synergy_Bliss=0.141, Synergy_Loewe=-1.41, Synergy_HSA=-3.24. (6) Drug 1: CCN(CC)CCCC(C)NC1=C2C=C(C=CC2=NC3=C1C=CC(=C3)Cl)OC. Drug 2: COCCOC1=C(C=C2C(=C1)C(=NC=N2)NC3=CC=CC(=C3)C#C)OCCOC.Cl. Cell line: SR. Synergy scores: CSS=61.5, Synergy_ZIP=-0.243, Synergy_Bliss=-2.24, Synergy_Loewe=-23.2, Synergy_HSA=-2.73. (7) Drug 1: CCN(CC)CCNC(=O)C1=C(NC(=C1C)C=C2C3=C(C=CC(=C3)F)NC2=O)C. Drug 2: C1CN(P(=O)(OC1)NCCCl)CCCl. Cell line: EKVX. Synergy scores: CSS=5.46, Synergy_ZIP=-2.52, Synergy_Bliss=-0.364, Synergy_Loewe=-6.02, Synergy_HSA=-1.52. (8) Drug 1: C1CCN(CC1)CCOC2=CC=C(C=C2)C(=O)C3=C(SC4=C3C=CC(=C4)O)C5=CC=C(C=C5)O. Drug 2: CC1=C2C(C(=O)C3(C(CC4C(C3C(C(C2(C)C)(CC1OC(=O)C(C(C5=CC=CC=C5)NC(=O)OC(C)(C)C)O)O)OC(=O)C6=CC=CC=C6)(CO4)OC(=O)C)O)C)O. Cell line: K-562. Synergy scores: CSS=60.2, Synergy_ZIP=20.4, Synergy_Bliss=24.3, Synergy_Loewe=-25.4, Synergy_HSA=22.1.